The task is: Predict the reaction yield, written as a fraction of the theoretical maximum amount of product (1.0 means a 100% yield; for example, 0.34 means a 34% yield).. This data is from Reaction yield outcomes from USPTO patents with 853,638 reactions. (1) The reactants are [O:1]1[C@H:8]([CH2:9][OH:10])[C@@H:6]([OH:7])[C@H:4]([OH:5])[CH:3]=[CH:2]1.S(=O)(=O)(O)[OH:12]. No catalyst specified. The product is [CH2:3]([C@@H:4]([OH:5])[C@H:6]([OH:7])[C@H:8]([OH:1])[CH2:9][OH:10])[CH:2]=[O:12]. The yield is 0.350. (2) The reactants are Br[C:2]1[CH:11]=[CH:10][C:9]2[C:4](=[CH:5][CH:6]=[C:7]([C:12]3[CH:17]=[CH:16][CH:15]=[CH:14][CH:13]=3)[CH:8]=2)[CH:3]=1.CCCCCC.C([Li])CCC.C([O:32][B:33](OC(C)C)[O:34]C(C)C)(C)C.Cl. The catalyst is C1(C)C=CC=CC=1.C(OCC)C.C1COCC1. The product is [C:12]1([C:7]2[CH:8]=[C:9]3[C:4](=[CH:5][CH:6]=2)[CH:3]=[C:2]([B:33]([OH:34])[OH:32])[CH:11]=[CH:10]3)[CH:17]=[CH:16][CH:15]=[CH:14][CH:13]=1. The yield is 0.550. (3) The reactants are Cl[C:2]1[CH:3]=[CH:4][N:5]2[C:10]([C:11]=1[CH3:12])=[C:9]([CH:13]1[CH2:15][CH2:14]1)[CH:8]=[C:7]([C:16]([O:18][CH3:19])=[O:17])[C:6]2=[O:20].C(O)C.C(=O)([O-])[O-].[Na+].[Na+].[O:30]=[C:31]1[CH:40]([NH:41][C:42](=[O:48])[O:43][C:44]([CH3:47])([CH3:46])[CH3:45])[CH2:39][C:38]2[C:33](=[CH:34][C:35](B3OC(C)(C)C(C)(C)O3)=[CH:36][CH:37]=2)[NH:32]1. The catalyst is C1(C)C=CC=CC=1.C(Cl)Cl.O.[Pd](Cl)Cl.C1(P(C2C=CC=CC=2)[C-]2C=CC=C2)C=CC=CC=1.[C-]1(P(C2C=CC=CC=2)C2C=CC=CC=2)C=CC=C1.[Fe+2]. The product is [C:44]([O:43][C:42]([NH:41][CH:40]1[CH2:39][C:38]2[C:33](=[CH:34][C:35]([C:2]3[CH:3]=[CH:4][N:5]4[C:10]([C:11]=3[CH3:12])=[C:9]([CH:13]3[CH2:15][CH2:14]3)[CH:8]=[C:7]([C:16]([O:18][CH3:19])=[O:17])[C:6]4=[O:20])=[CH:36][CH:37]=2)[NH:32][C:31]1=[O:30])=[O:48])([CH3:47])([CH3:45])[CH3:46]. The yield is 0.530. (4) The catalyst is CN(C=O)C. The yield is 0.329. The reactants are [CH2:1]([OH:4])[C:2]#[CH:3].N1C=CN=C1.[CH3:10][C:11]([Si:14](Cl)([CH3:16])[CH3:15])([CH3:13])[CH3:12].O. The product is [C:11]([Si:14]([CH3:16])([CH3:15])[O:4][CH2:1][C:2]#[CH:3])([CH3:13])([CH3:12])[CH3:10]. (5) The reactants are [OH-].[Na+].[O:3]=[C:4]1[C:8]([C:9]2[CH:14]=[CH:13][C:12]([C:15]([F:18])([F:17])[F:16])=[CH:11][CH:10]=2)=[N:7][C:6]2([CH2:22][CH2:21][CH2:20][CH2:19]2)[N:5]1[CH2:23][C:24]([O:26]CC)=[O:25].CO. The catalyst is O. The product is [O:3]=[C:4]1[C:8]([C:9]2[CH:14]=[CH:13][C:12]([C:15]([F:18])([F:16])[F:17])=[CH:11][CH:10]=2)=[N:7][C:6]2([CH2:22][CH2:21][CH2:20][CH2:19]2)[N:5]1[CH2:23][C:24]([OH:26])=[O:25]. The yield is 0.850. (6) The catalyst is C(Cl)Cl. The yield is 0.860. The product is [CH:29]([O:28][C:26](=[O:27])[NH:25][C:22]1[CH:21]=[CH:20][C:19]([C:9]2[NH:8][C:16]3[C:11]([CH:10]=2)=[CH:12][CH:13]=[C:14]([O:17][CH3:18])[CH:15]=3)=[CH:24][CH:23]=1)([CH3:31])[CH3:30]. The reactants are C(OC([N:8]1[C:16]2[C:11](=[CH:12][CH:13]=[C:14]([O:17][CH3:18])[CH:15]=2)[CH:10]=[C:9]1[C:19]1[CH:24]=[CH:23][C:22]([NH:25][C:26]([O:28][CH:29]([CH3:31])[CH3:30])=[O:27])=[CH:21][CH:20]=1)=O)(C)(C)C.C(O)(C(F)(F)F)=O. (7) The reactants are O[Li].O.C([O:6][C:7](=[O:18])[CH2:8][NH:9][C:10](=[O:17])[C:11]1[CH:16]=[CH:15][CH:14]=[CH:13][CH:12]=1)C.C1COCC1.O. The catalyst is CO. The product is [C:10]([NH:9][CH2:8][C:7]([OH:18])=[O:6])(=[O:17])[C:11]1[CH:16]=[CH:15][CH:14]=[CH:13][CH:12]=1. The yield is 0.770.